This data is from Peptide-MHC class II binding affinity with 134,281 pairs from IEDB. The task is: Regression. Given a peptide amino acid sequence and an MHC pseudo amino acid sequence, predict their binding affinity value. This is MHC class II binding data. The peptide sequence is ALLIIPPKIHISIEL. The MHC is DRB5_0101 with pseudo-sequence DRB5_0101. The binding affinity (normalized) is 0.180.